Dataset: Full USPTO retrosynthesis dataset with 1.9M reactions from patents (1976-2016). Task: Predict the reactants needed to synthesize the given product. (1) The reactants are: CC1C=CC(P(C2C=CC3C(=CC=CC=3)C=2C2C3C(=CC=CC=3)C=CC=2P(C2C=CC(C)=CC=2)C2C=CC(C)=CC=2)C2C=CC(C)=CC=2)=CC=1.[CH:51]([C:54]1[CH2:58][CH2:57][C:56](=[O:59])[CH:55]=1)([CH3:53])[CH3:52]. Given the product [CH:51]([C@H:54]1[CH2:58][CH2:57][C:56](=[O:59])[CH2:55]1)([CH3:53])[CH3:52], predict the reactants needed to synthesize it. (2) Given the product [Cl:1][C:2]1[CH:7]=[C:6]([Cl:8])[CH:5]=[CH:4][C:3]=1[C:9]1[CH:10]=[C:11]([S:29][CH2:41][CH2:42][CH3:43])[C:12]2[O:21][CH:20]3[CH:15]([CH2:16][N:17]([C:22]([O:24][C:25]([CH3:26])([CH3:28])[CH3:27])=[O:23])[CH2:18][CH2:19]3)[C:13]=2[CH:14]=1, predict the reactants needed to synthesize it. The reactants are: [Cl:1][C:2]1[CH:7]=[C:6]([Cl:8])[CH:5]=[CH:4][C:3]=1[C:9]1[CH:10]=[C:11]([S:29][Si](C(C)C)(C(C)C)C(C)C)[C:12]2[O:21][CH:20]3[CH:15]([CH2:16][N:17]([C:22]([O:24][C:25]([CH3:28])([CH3:27])[CH3:26])=[O:23])[CH2:18][CH2:19]3)[C:13]=2[CH:14]=1.I[CH2:41][CH2:42][CH3:43].[F-].[Cs+]. (3) Given the product [CH3:1][C:2]1[C:3]([C:22]2[N:27]=[CH:26][CH:25]=[CH:24][N:23]=2)=[C:4]([CH:9]=[CH:10][CH:11]=1)[C:5]([O:7][CH3:8])=[O:6], predict the reactants needed to synthesize it. The reactants are: [CH3:1][C:2]1[C:3](B2OC(C)(C)C(C)(C)O2)=[C:4]([CH:9]=[CH:10][CH:11]=1)[C:5]([O:7][CH3:8])=[O:6].Cl[C:22]1[N:27]=[CH:26][CH:25]=[CH:24][N:23]=1.O. (4) Given the product [Cl:14][C:15]1[C:16]([O:38][CH3:39])=[CH:17][C:18]([O:36][CH3:37])=[C:19]([CH2:21][CH2:22][C:23]2([CH:31]3[CH2:35][CH2:34][CH2:33][CH2:32]3)[O:28][C:27](=[O:29])[C:26]([CH2:2][C:3]3[NH:12][C:11](=[O:13])[C:10]4[C:5](=[CH:6][CH:7]=[CH:8][CH:9]=4)[N:4]=3)=[C:25]([OH:30])[CH2:24]2)[CH:20]=1, predict the reactants needed to synthesize it. The reactants are: Br[CH2:2][C:3]1[NH:12][C:11](=[O:13])[C:10]2[C:5](=[CH:6][CH:7]=[CH:8][CH:9]=2)[N:4]=1.[Cl:14][C:15]1[C:16]([O:38][CH3:39])=[CH:17][C:18]([O:36][CH3:37])=[C:19]([CH2:21][CH2:22][C:23]2([CH:31]3[CH2:35][CH2:34][CH2:33][CH2:32]3)[O:28][C:27](=[O:29])[CH2:26][C:25](=[O:30])[CH2:24]2)[CH:20]=1. (5) Given the product [C:1]([O:5][C:6](=[O:17])[NH:7][C:8]([CH3:10])([CH3:9])[CH:11]=[O:16])([CH3:4])([CH3:2])[CH3:3], predict the reactants needed to synthesize it. The reactants are: [C:1]([O:5][C:6](=[O:17])[NH:7][C:8]([C:11](=[O:16])N(OC)C)([CH3:10])[CH3:9])([CH3:4])([CH3:3])[CH3:2].[Li+].[B-](CC)(CC)CC.C(O)(=O)CC(CC(O)=O)(C(O)=O)O. (6) Given the product [CH3:8][N:6]1[CH2:5][CH2:4][C:3](=[O:9])[C:2]([NH:11][C:10](=[O:17])[O:12][C:13]([CH3:16])([CH3:15])[CH3:14])=[CH:7]1, predict the reactants needed to synthesize it. The reactants are: I[C:2]1[C:3](=[O:9])[CH2:4][CH2:5][N:6]([CH3:8])[CH:7]=1.[C:10](=[O:17])([O:12][C:13]([CH3:16])([CH3:15])[CH3:14])[NH2:11].CC(C)([O-])C.[K+].CNCCNC. (7) Given the product [NH2:8][C:9]1[S:13][C:12]([C:14]2[CH:15]=[CH:16][C:17]([CH2:20][CH2:21][C:22]([O:24][CH3:25])=[O:23])=[CH:18][CH:19]=2)=[CH:11][C:10]=1[C:26]([N:28]1[CH2:29][CH2:30][CH:31]([N:34]2[CH2:46][CH2:45][CH2:44][C:36]3([C:40](=[O:41])[O:39][C:38]([CH3:43])([CH3:42])[CH2:37]3)[CH2:35]2)[CH2:32][CH2:33]1)=[O:27], predict the reactants needed to synthesize it. The reactants are: C(OC([NH:8][C:9]1[S:13][C:12]([C:14]2[CH:19]=[CH:18][C:17]([CH2:20][CH2:21][C:22]([O:24][CH3:25])=[O:23])=[CH:16][CH:15]=2)=[CH:11][C:10]=1[C:26]([N:28]1[CH2:33][CH2:32][CH:31]([N:34]2[CH2:46][CH2:45][CH2:44][C:36]3([C:40](=[O:41])[O:39][C:38]([CH3:43])([CH3:42])[CH2:37]3)[CH2:35]2)[CH2:30][CH2:29]1)=[O:27])=O)(C)(C)C.C(=O)([O-])O.[Na+].